Dataset: Reaction yield outcomes from USPTO patents with 853,638 reactions. Task: Predict the reaction yield, written as a fraction of the theoretical maximum amount of product (1.0 means a 100% yield; for example, 0.34 means a 34% yield). The reactants are [CH2:1]([S:8][C:9]1[CH:10]=[C:11]2[C:16](=[CH:17][CH:18]=1)[N:15]([C:19]1[C:24]([OH:25])=[CH:23][C:22]([C:26]3[CH:31]=[CH:30][CH:29]=[C:28]([F:32])[CH:27]=3)=[C:21]([F:33])[CH:20]=1)[C:14](=[O:34])[CH:13]=[CH:12]2)[C:2]1[CH:7]=[CH:6][CH:5]=[CH:4][CH:3]=1.C(=O)([O-])[O-].[K+].[K+].Br[CH2:42][C:43]#[N:44].O. The catalyst is CN(C=O)C. The product is [CH2:1]([S:8][C:9]1[CH:10]=[C:11]2[C:16](=[CH:17][CH:18]=1)[N:15]([C:19]1[CH:20]=[C:21]([F:33])[C:22]([C:26]3[CH:31]=[CH:30][CH:29]=[C:28]([F:32])[CH:27]=3)=[CH:23][C:24]=1[O:25][CH2:42][C:43]#[N:44])[C:14](=[O:34])[CH:13]=[CH:12]2)[C:2]1[CH:7]=[CH:6][CH:5]=[CH:4][CH:3]=1. The yield is 1.07.